This data is from Kir2.1 potassium channel HTS with 301,493 compounds. The task is: Binary Classification. Given a drug SMILES string, predict its activity (active/inactive) in a high-throughput screening assay against a specified biological target. (1) The compound is O=C(NCc1ccccc1)c1ccc(n2nc(cc2C)C)cc1. The result is 1 (active). (2) The compound is O=C1N(CCc2ccc(OC)cc2)C(=C(C1)C(OC)=O)C. The result is 0 (inactive). (3) The drug is S(O)(=O)(=O)c1c(Nc2ccccc2)ccc(N)c1. The result is 0 (inactive). (4) The compound is S(c1c(NC(=O)C(=O)c2c3c([nH]c2)cccc3)cccc1)C. The result is 0 (inactive). (5) The drug is s1c(c(n2c1nc(cc2=O)C)C(=O)Nc1ccc(cc1)C(OC(C)C)=O)C(=O)Nc1ccccc1. The result is 0 (inactive). (6) The drug is O1CCN(CC1)c1[nH]c(c(CCCCC)c(=O)n1)C. The result is 0 (inactive). (7) The molecule is O=C(NC1CCC(CC1)C)C(NC(=O)c1ccccc1)C(C)C. The result is 0 (inactive).